This data is from Reaction yield outcomes from USPTO patents with 853,638 reactions. The task is: Predict the reaction yield, written as a fraction of the theoretical maximum amount of product (1.0 means a 100% yield; for example, 0.34 means a 34% yield). (1) The reactants are [CH3:1][N:2]([CH2:18][C:19]1[CH:24]=[CH:23][CH:22]=[C:21]([C:25](=[O:59])[NH:26][C:27]2[CH:32]=[CH:31][C:30]([N:33]3[CH2:38][CH2:37][CH2:36][CH2:35][CH2:34]3)=[CH:29][C:28]=2[C:39]2[CH:44]=[C:43]([C:45](=[O:58])[NH:46][CH2:47][C:48]3[CH:53]=[CH:52][CH:51]=[C:50]([C:54]([F:57])([F:56])[F:55])[CH:49]=3)[CH:42]=[CH:41][N:40]=2)[CH:20]=1)[CH2:3][CH2:4][N:5]1[CH2:10][CH2:9][N:8]([C:11](OC(C)(C)C)=O)[CH2:7][CH2:6]1.ClCCl.C(O)(C(F)(F)F)=O.C(N(CC)CC)C.CS(Cl)(=O)=O. The catalyst is ClCCl. The product is [CH3:1][N:2]([CH2:18][C:19]1[CH:20]=[C:21]([CH:22]=[CH:23][CH:24]=1)[C:25]([NH:26][C:27]1[CH:32]=[CH:31][C:30]([N:33]2[CH2:34][CH2:35][CH2:36][CH2:37][CH2:38]2)=[CH:29][C:28]=1[C:39]1[CH:44]=[C:43]([CH:42]=[CH:41][N:40]=1)[C:45]([NH:46][CH2:47][C:48]1[CH:53]=[CH:52][CH:51]=[C:50]([C:54]([F:55])([F:57])[F:56])[CH:49]=1)=[O:58])=[O:59])[CH2:3][CH2:4][N:5]1[CH2:6][CH2:7][N:8]([CH3:11])[CH2:9][CH2:10]1. The yield is 0.280. (2) The reactants are [Br:1][C:2]1[CH:3]=[C:4]([CH2:9][CH2:10][C:11]([OH:13])=O)[CH:5]=[CH:6][C:7]=1[F:8].CN(C=O)C.C(Cl)(=O)C(Cl)=O.[Cl-].[Cl-].[Cl-].[Al+3]. The catalyst is C(Cl)Cl. The product is [Br:1][C:2]1[CH:3]=[C:4]2[C:5](=[CH:6][C:7]=1[F:8])[C:11](=[O:13])[CH2:10][CH2:9]2. The yield is 0.680. (3) The reactants are Cl[C:2]1[C:7]([C:8]#[N:9])=[CH:6][N:5]=[C:4]([S:10][CH3:11])[N:3]=1.[CH3:12][NH2:13]. The catalyst is C(OCC)C. The product is [CH3:12][NH:13][C:2]1[C:7]([C:8]#[N:9])=[CH:6][N:5]=[C:4]([S:10][CH3:11])[N:3]=1. The yield is 0.810. (4) The reactants are [I:1][C:2]1[CH:7]=[CH:6][CH:5]=[CH:4][C:3]=1[OH:8].F[C:10]1[CH:15]=[CH:14][CH:13]=[CH:12][C:11]=1[N+:16]([O-:18])=[O:17].C([O-])([O-])=O.[K+].[K+].[F-].[Cs+]. The catalyst is CS(C)=O. The product is [I:1][C:2]1[CH:7]=[CH:6][CH:5]=[CH:4][C:3]=1[O:8][C:10]1[CH:15]=[CH:14][CH:13]=[CH:12][C:11]=1[N+:16]([O-:18])=[O:17]. The yield is 0.930.